The task is: Regression. Given a peptide amino acid sequence and an MHC pseudo amino acid sequence, predict their binding affinity value. This is MHC class I binding data.. This data is from Peptide-MHC class I binding affinity with 185,985 pairs from IEDB/IMGT. (1) The peptide sequence is MLYQLLEAVY. The MHC is HLA-A03:01 with pseudo-sequence HLA-A03:01. The binding affinity (normalized) is 0.326. (2) The peptide sequence is KAKGSRAIWY. The MHC is HLA-A30:02 with pseudo-sequence HLA-A30:02. The binding affinity (normalized) is 0.824. (3) The peptide sequence is GVAMPNLYK. The MHC is HLA-A33:01 with pseudo-sequence HLA-A33:01. The binding affinity (normalized) is 0.113.